Predict the product of the given reaction. From a dataset of Forward reaction prediction with 1.9M reactions from USPTO patents (1976-2016). (1) The product is: [CH2:24]([C:2]1[C:10]2[N:9]3[C@H:11]([CH3:16])[CH2:12][NH:13][C:14](=[O:15])[C:8]3=[CH:7][C:6]=2[CH:5]=[C:4]([F:17])[CH:3]=1)[CH3:25]. Given the reactants Br[C:2]1[C:10]2[N:9]3[C@H:11]([CH3:16])[CH2:12][NH:13][C:14](=[O:15])[C:8]3=[CH:7][C:6]=2[CH:5]=[C:4]([F:17])[CH:3]=1.C(=O)([O-])[O-].[Cs+].[Cs+].[CH2:24](B(CC)CC)[CH3:25].O, predict the reaction product. (2) Given the reactants N[CH:2]([CH2:6][C:7]([F:10])([F:9])[F:8])[C:3]([OH:5])=[O:4].[C:19](O[C:19]([O:21][C:22]([CH3:25])([CH3:24])[CH3:23])=[O:20])([O:21][C:22]([CH3:25])([CH3:24])[CH3:23])=[O:20], predict the reaction product. The product is: [C:22]([O:21][C:19]([CH:2]([CH2:6][C:7]([F:10])([F:9])[F:8])[C:3]([OH:5])=[O:4])=[O:20])([CH3:23])([CH3:24])[CH3:25]. (3) Given the reactants [N:1]1([C:8]2[CH:15]=[CH:14][C:13]([Br:16])=[CH:12][C:9]=2[CH:10]=O)[CH2:7][CH2:6][CH2:5][CH2:4][CH2:3][CH2:2]1.[C:17]([O:21][CH3:22])(=[O:20])[CH2:18][CH3:19].C[O-].[Na+], predict the reaction product. The product is: [N:1]1([C:8]2[CH:15]=[CH:14][C:13]([Br:16])=[CH:12][C:9]=2/[CH:10]=[C:18](\[CH3:19])/[C:17]([O:21][CH3:22])=[O:20])[CH2:7][CH2:6][CH2:5][CH2:4][CH2:3][CH2:2]1. (4) Given the reactants Br[C:2]1[CH:3]=[C:4]2[C:8](=[CH:9][C:10]=1[Cl:11])[NH:7][N:6]=[C:5]2[C:12]([OH:14])=[O:13].[C:15]([C:18]1[CH:23]=[CH:22][C:21](B(O)O)=[CH:20][CH:19]=1)(=[O:17])[CH3:16].C(=O)([O-])[O-].[K+].[K+], predict the reaction product. The product is: [C:15]([C:18]1[CH:23]=[CH:22][C:21]([C:2]2[CH:3]=[C:4]3[C:8](=[CH:9][C:10]=2[Cl:11])[NH:7][N:6]=[C:5]3[C:12]([OH:14])=[O:13])=[CH:20][CH:19]=1)(=[O:17])[CH3:16]. (5) Given the reactants [C@@H:1]1([N:13]2[CH2:18][CH:17]=[C:16]([C:19]3[C:27]4[C:22](=[CH:23][CH:24]=[C:25]([N+:28]#[C-:29])[CH:26]=4)[N:21]([CH2:30][CH:31]4[CH2:33][O:32]4)[CH:20]=3)[CH2:15][CH2:14]2)[C:11]2=[C:12]3[C:7](=[CH:8][CH:9]=[CH:10]2)[CH:6]=[CH:5][CH:4]=[C:3]3[CH2:2]1.[CH3:34][NH:35][CH3:36], predict the reaction product. The product is: [C@H:1]1([N:13]2[CH2:18][CH:17]=[C:16]([C:19]3[C:27]4[C:22](=[CH:23][CH:24]=[C:25]([N+:28]#[C-:29])[CH:26]=4)[N:21]([CH2:30][CH:31]([OH:32])[CH2:33][N:35]([CH3:36])[CH3:34])[CH:20]=3)[CH2:15][CH2:14]2)[C:11]2=[C:12]3[C:7](=[CH:8][CH:9]=[CH:10]2)[CH:6]=[CH:5][CH:4]=[C:3]3[CH2:2]1. (6) Given the reactants [Br-].[CH3:2][N+:3]1([CH2:10][CH2:11][CH3:12])[CH2:8][CH2:7][CH2:6][CH:5]([CH3:9])[CH2:4]1.[F:13][S:14]([N-:17][S:18]([F:21])(=[O:20])=[O:19])(=[O:16])=[O:15].[K+], predict the reaction product. The product is: [F:13][S:14]([N-:17][S:18]([F:21])(=[O:20])=[O:19])(=[O:16])=[O:15].[CH3:2][N+:3]1([CH2:10][CH2:11][CH3:12])[CH2:8][CH2:7][CH2:6][CH:5]([CH3:9])[CH2:4]1. (7) The product is: [C:6]([C:26]1[CH:27]=[CH:28][C:29]2[N:30]([C:32]([CH2:35][O:36][C:37]3[C:46]4[C:41](=[CH:42][C:43]([O:47][CH3:48])=[CH:44][CH:45]=4)[N:40]=[CH:39][CH:38]=3)=[N:33][N:34]=2)[CH:31]=1)#[CH:7]. Given the reactants F[B-](F)(F)F.[C:6]([PH+](C(C)(C)C)C(C)(C)C)(C)(C)[CH3:7].C[Si](C#C)(C)C.Br[C:26]1[CH:27]=[CH:28][C:29]2[N:30]([C:32]([CH2:35][O:36][C:37]3[C:46]4[C:41](=[CH:42][C:43]([O:47][CH3:48])=[CH:44][CH:45]=4)[N:40]=[CH:39][CH:38]=3)=[N:33][N:34]=2)[CH:31]=1, predict the reaction product.